This data is from Forward reaction prediction with 1.9M reactions from USPTO patents (1976-2016). The task is: Predict the product of the given reaction. Given the reactants [CH2:1]([O:8][C:9]1[CH:14]=[CH:13][C:12]([NH:15][C:16](=[S:27])[C:17]2[CH:22]=[CH:21][C:20]([Cl:23])=[C:19]([N+:24]([O-:26])=[O:25])[CH:18]=2)=[CH:11][CH:10]=1)[C:2]1[CH:7]=[CH:6][CH:5]=[CH:4][CH:3]=1.[OH-].[Na+].[K], predict the reaction product. The product is: [CH2:1]([O:8][C:9]1[CH:14]=[CH:13][C:12]2[N:15]=[C:16]([C:17]3[CH:22]=[CH:21][C:20]([Cl:23])=[C:19]([N+:24]([O-:26])=[O:25])[CH:18]=3)[S:27][C:11]=2[CH:10]=1)[C:2]1[CH:3]=[CH:4][CH:5]=[CH:6][CH:7]=1.